This data is from Forward reaction prediction with 1.9M reactions from USPTO patents (1976-2016). The task is: Predict the product of the given reaction. (1) Given the reactants [CH3:1][O:2][C:3](=[O:33])[C@@H:4]([NH:7][C:8](=[O:32])[C:9]1[CH:14]=[CH:13][C:12]([C:15]#[C:16]/[CH:17]=[CH:18]/[C:19]2[CH:24]=[CH:23][C:22]([CH2:25][N:26]3[CH2:31][CH2:30][O:29][CH2:28][CH2:27]3)=[CH:21][CH:20]=2)=[CH:11][CH:10]=1)[CH2:5][NH2:6].CCN(C(C)C)C(C)C.[Br:43][CH2:44][C:45](Br)=[O:46], predict the reaction product. The product is: [CH3:1][O:2][C:3](=[O:33])[C@@H:4]([NH:7][C:8](=[O:32])[C:9]1[CH:14]=[CH:13][C:12]([C:15]#[C:16]/[CH:17]=[CH:18]/[C:19](/[CH3:24])=[CH:20]/[CH:21]=[C:22](\[CH3:23])/[CH2:25][N:26]2[CH2:31][CH2:30][O:29][CH2:28][CH2:27]2)=[CH:11][CH:10]=1)[CH2:5][NH:6][C:45](=[O:46])[CH2:44][Br:43]. (2) Given the reactants Cl[C:2]1[N:6]([CH3:7])[C:5]2[C:8]([N:12]3[CH2:17][CH2:16][CH2:15][CH2:14][CH:13]3[CH2:18][CH3:19])=[CH:9][CH:10]=[CH:11][C:4]=2[N:3]=1.[Br:20][C:21]1[CH:27]=[C:26]([CH3:28])[C:24]([NH2:25])=[C:23]([O:29][CH3:30])[CH:22]=1, predict the reaction product. The product is: [Br:20][C:21]1[CH:27]=[C:26]([CH3:28])[C:24]([NH:25][C:2]2[N:6]([CH3:7])[C:5]3[C:8]([N:12]4[CH2:17][CH2:16][CH2:15][CH2:14][CH:13]4[CH2:18][CH3:19])=[CH:9][CH:10]=[CH:11][C:4]=3[N:3]=2)=[C:23]([O:29][CH3:30])[CH:22]=1. (3) Given the reactants [F:1][C:2]1[C:7]([O:8][CH3:9])=[CH:6][C:5]([O:10][CH3:11])=[C:4]([F:12])[C:3]=1[N:13]1[C:22](=[O:23])[C:21]2([CH2:25][CH2:24]2)[C:20]2[C:15](=[CH:16][N:17]=[C:18]([C:26]3[CH:27]=[N:28][CH:29]=[C:30]([CH:33]=3)[CH:31]=O)[CH:19]=2)[CH2:14]1.[NH:34]1[CH2:39][CH2:38][O:37][CH2:36][CH2:35]1.C(O)(=O)C.C(O[BH-](OC(=O)C)OC(=O)C)(=O)C.[Na+], predict the reaction product. The product is: [F:1][C:2]1[C:7]([O:8][CH3:9])=[CH:6][C:5]([O:10][CH3:11])=[C:4]([F:12])[C:3]=1[N:13]1[C:22](=[O:23])[C:21]2([CH2:25][CH2:24]2)[C:20]2[C:15](=[CH:16][N:17]=[C:18]([C:26]3[CH:27]=[N:28][CH:29]=[C:30]([CH2:31][N:34]4[CH2:39][CH2:38][O:37][CH2:36][CH2:35]4)[CH:33]=3)[CH:19]=2)[CH2:14]1. (4) Given the reactants [NH2:1][C@:2]12[CH2:37][CH2:36][C@@H:35]([C:38]([CH3:40])=[CH2:39])[C@@H:3]1[C@@H:4]1[C@@:17]([CH3:20])([CH2:18][CH2:19]2)[C@@:16]2([CH3:21])[C@@H:7]([C@:8]3([CH3:34])[C@@H:13]([CH2:14][CH2:15]2)[C:12]([CH3:23])([CH3:22])[C:11]([C:24]2[CH:33]=[CH:32][C:27]([C:28]([O:30]C)=[O:29])=[CH:26][CH:25]=2)=[CH:10][CH2:9]3)[CH2:6][CH2:5]1.Cl[CH2:42][CH2:43][N:44]1[CH2:49][CH2:48][S:47](=[O:51])(=[O:50])[CH2:46][CH2:45]1.P([O-])([O-])([O-])=O.[K+].[K+].[K+], predict the reaction product. The product is: [O:50]=[S:47]1(=[O:51])[CH2:48][CH2:49][N:44]([CH2:43][CH2:42][NH:1][C@:2]23[CH2:37][CH2:36][C@@H:35]([C:38]([CH3:40])=[CH2:39])[C@@H:3]2[C@@H:4]2[C@@:17]([CH3:20])([CH2:18][CH2:19]3)[C@@:16]3([CH3:21])[C@@H:7]([C@:8]4([CH3:34])[C@@H:13]([CH2:14][CH2:15]3)[C:12]([CH3:23])([CH3:22])[C:11]([C:24]3[CH:33]=[CH:32][C:27]([C:28]([OH:30])=[O:29])=[CH:26][CH:25]=3)=[CH:10][CH2:9]4)[CH2:6][CH2:5]2)[CH2:45][CH2:46]1. (5) Given the reactants S(Cl)([Cl:3])=O.[Cl:5][C:6]1[CH:7]=[C:8]2[C:13](=[CH:14][CH:15]=1)[C:12](=[O:16])[N:11]([C:17]1[CH:18]=[N:19][CH:20]=[C:21]([CH2:23]O)[CH:22]=1)[CH2:10][CH2:9]2, predict the reaction product. The product is: [Cl:5][C:6]1[CH:7]=[C:8]2[C:13](=[CH:14][CH:15]=1)[C:12](=[O:16])[N:11]([C:17]1[CH:18]=[N:19][CH:20]=[C:21]([CH2:23][Cl:3])[CH:22]=1)[CH2:10][CH2:9]2. (6) Given the reactants [C:1]([O:5][C:6]([NH:8][C:9]1[CH:14]=[CH:13][C:12]([N+:15]([O-])=O)=[CH:11][C:10]=1[C:18]#[C:19][C:20]1[CH:21]=[C:22]([NH:26][C:27](=[O:33])[O:28][C:29]([CH3:32])([CH3:31])[CH3:30])[CH:23]=[CH:24][CH:25]=1)=[O:7])([CH3:4])([CH3:3])[CH3:2].CO.C(O)(=O)C, predict the reaction product. The product is: [NH2:15][C:12]1[CH:13]=[CH:14][C:9]([NH:8][C:6]([O:5][C:1]([CH3:4])([CH3:3])[CH3:2])=[O:7])=[C:10]([C:18]#[C:19][C:20]2[CH:21]=[C:22]([NH:26][C:27](=[O:33])[O:28][C:29]([CH3:32])([CH3:31])[CH3:30])[CH:23]=[CH:24][CH:25]=2)[CH:11]=1.